This data is from Forward reaction prediction with 1.9M reactions from USPTO patents (1976-2016). The task is: Predict the product of the given reaction. (1) Given the reactants C(O[K])(C)(C)C.[C:7]1(=[O:12])[CH2:11][CH2:10][CH:9]=[CH:8]1.[F:13][C:14]1[CH:19]=[CH:18][C:17](B2OC(C)(C)C(C)(C)O2)=[CH:16][N:15]=1, predict the reaction product. The product is: [F:13][C:14]1[N:15]=[CH:16][C:17]([C@@H:9]2[CH2:10][CH2:11][C:7](=[O:12])[CH2:8]2)=[CH:18][CH:19]=1. (2) Given the reactants [NH:1]1[C:5]2[CH:6]=[CH:7][C:8]([C:10](=[O:12])[CH3:11])=[CH:9][C:4]=2[N:3]=[N:2]1.[BrH:13].BrBr, predict the reaction product. The product is: [NH:1]1[C:5]2[CH:6]=[CH:7][C:8]([C:10](=[O:12])[CH2:11][Br:13])=[CH:9][C:4]=2[N:3]=[N:2]1. (3) Given the reactants [NH2:1][CH2:2][C@@:3]1([OH:11])[CH:8]2[CH2:9][CH2:10][N:5]([CH2:6][CH2:7]2)[CH2:4]1.Cl.CCN(C(C)C)C(C)C.C([O-])([O-])=O.[Cs+].[Cs+].[O:28]1[C:32]2[CH:33]=[CH:34][CH:35]=[CH:36][C:31]=2[N:30]=[C:29]1[N:37]=[C:38](SC)SC, predict the reaction product. The product is: [O:28]1[C:32]2[CH:33]=[CH:34][CH:35]=[CH:36][C:31]=2[N:30]=[C:29]1[NH:37][C:38]1[O:11][C@:3]2([CH2:2][N:1]=1)[CH:8]1[CH2:7][CH2:6][N:5]([CH2:10][CH2:9]1)[CH2:4]2. (4) Given the reactants Br[C:2]1[CH:10]=[C:9]2[C:5]([CH2:6][C:7]3([CH2:16][CH2:15][CH:14]([O:17][CH2:18][CH3:19])[CH2:13][CH2:12]3)[C:8]2=[O:11])=[CH:4][CH:3]=1.C(NCC)C.[CH:42]1[CH:43]=[CH:38]C(P([C:38]2[CH:43]=[CH:42][CH:41]=[CH:40]C=2)[C:42]2[CH:43]=[CH:38]C=[CH:40][CH:41]=2)=[CH:40][CH:41]=1.C1(C#C)CC1, predict the reaction product. The product is: [CH:42]1([C:41]#[C:40][C:2]2[CH:10]=[C:9]3[C:5]([CH2:6][C:7]4([CH2:16][CH2:15][CH:14]([O:17][CH2:18][CH3:19])[CH2:13][CH2:12]4)[C:8]3=[O:11])=[CH:4][CH:3]=2)[CH2:43][CH2:38]1. (5) Given the reactants [NH2:1][C:2]1[CH:24]=[CH:23][C:5]([CH2:6][C:7]2[N:17]([CH2:18][C:19]([CH3:22])([CH3:21])[CH3:20])[C:10]3[N:11]=[C:12]([C:15]#[N:16])[N:13]=[CH:14][C:9]=3[CH:8]=2)=[CH:4][CH:3]=1.[C:25](O)(=[O:29])[CH2:26][CH2:27][CH3:28].CCN=C=NCCCN(C)C.Cl.O.ON1C2C=CC=CC=2N=N1, predict the reaction product. The product is: [C:15]([C:12]1[N:13]=[CH:14][C:9]2[CH:8]=[C:7]([CH2:6][C:5]3[CH:4]=[CH:3][C:2]([NH:1][C:25](=[O:29])[CH2:26][CH2:27][CH3:28])=[CH:24][CH:23]=3)[N:17]([CH2:18][C:19]([CH3:21])([CH3:20])[CH3:22])[C:10]=2[N:11]=1)#[N:16]. (6) Given the reactants C[O:2][C:3]1[CH:11]=[C:10]2[C:6]([C:7]([C:12]3[CH:17]=[CH:16][N:15]=[C:14]([NH:18][CH:19]4[CH2:24][C:23]([CH3:26])([CH3:25])[NH:22][C:21]([CH3:28])([CH3:27])[CH2:20]4)[N:13]=3)=[CH:8][NH:9]2)=[CH:5][CH:4]=1.B(Br)(Br)Br, predict the reaction product. The product is: [CH3:25][C:23]1([CH3:26])[CH2:24][CH:19]([NH:18][C:14]2[N:13]=[C:12]([C:7]3[C:6]4[C:10](=[CH:11][C:3]([OH:2])=[CH:4][CH:5]=4)[NH:9][CH:8]=3)[CH:17]=[CH:16][N:15]=2)[CH2:20][C:21]([CH3:28])([CH3:27])[NH:22]1. (7) Given the reactants [NH2:1][CH2:2][C:3]1[N:12]([C:13]2[CH:18]=[CH:17][C:16]([F:19])=[CH:15][CH:14]=2)[C:11](=[O:20])[C:10]2[C:5](=[CH:6][CH:7]=[CH:8][CH:9]=2)[N:4]=1.[F:21][C:22]([F:33])([F:32])[C:23]1[CH:24]=[C:25]([N:29]=[C:30]=[O:31])[CH:26]=[CH:27][CH:28]=1.C(Cl)(Cl)[Cl:35], predict the reaction product. The product is: [Cl:35][C:28]1[CH:27]=[CH:26][C:25]([NH:29][C:30]([NH:1][CH2:2][C:3]2[N:12]([C:13]3[CH:18]=[CH:17][C:16]([F:19])=[CH:15][CH:14]=3)[C:11](=[O:20])[C:10]3[C:5](=[CH:6][CH:7]=[CH:8][CH:9]=3)[N:4]=2)=[O:31])=[CH:24][C:23]=1[C:22]([F:32])([F:33])[F:21].